Dataset: Reaction yield outcomes from USPTO patents with 853,638 reactions. Task: Predict the reaction yield, written as a fraction of the theoretical maximum amount of product (1.0 means a 100% yield; for example, 0.34 means a 34% yield). (1) The reactants are Cl.[CH2:2]([O:4][C:5](=[O:8])[CH2:6][NH2:7])[CH3:3].[BH3-]C#N.[Na+].[CH:13](=O)[C:14]1[CH:19]=[CH:18][C:17]([O:20][CH3:21])=[CH:16][CH:15]=1. The catalyst is CO. The product is [CH2:2]([O:4][C:5](=[O:8])[CH2:6][NH:7][CH2:13][C:14]1[CH:19]=[CH:18][C:17]([O:20][CH3:21])=[CH:16][CH:15]=1)[CH3:3]. The yield is 0.490. (2) The reactants are [CH:1](=O)[CH:2]([CH3:4])[CH3:3].[CH3:6][O:7][C:8](=[O:12])[CH2:9][C:10]#[N:11].[OH-].[NH4+].C(O)(=O)C. The catalyst is C1(C)C=CC=CC=1. The product is [CH3:6][O:7][C:8](=[O:12])[C:9]([C:10]#[N:11])=[CH:1][CH:2]([CH3:4])[CH3:3]. The yield is 0.900. (3) The reactants are [C:1]([C:3]([C:15]1[CH:20]=[CH:19][CH:18]=[CH:17][CH:16]=1)([C:9]1[CH:14]=[CH:13][CH:12]=[CH:11][CH:10]=1)[CH2:4][CH2:5][C:6]([OH:8])=O)#[N:2].Cl.CN(C)CCCN=[C:28]=[N:29][CH2:30][CH3:31].[OH2:33].ON1[C:39]2[CH:40]=[CH:41][CH:42]=[CH:43][C:38]=2N=N1.C(N(CC)C(C)C)(C)C. The catalyst is ClCCl.C(OCC)(=O)C. The product is [O:8]=[C:6]([N:29]1[CH2:28][CH:31]([O:33][C:38]2[CH:43]=[CH:42][CH:41]=[CH:40][CH:39]=2)[CH2:30]1)[CH2:5][CH2:4][C:3]([C:9]1[CH:14]=[CH:13][CH:12]=[CH:11][CH:10]=1)([C:15]1[CH:20]=[CH:19][CH:18]=[CH:17][CH:16]=1)[C:1]#[N:2]. The yield is 0.750. (4) The reactants are [OH-].[Na+].C([O:7][C:8](=[O:29])[CH:9]([CH3:28])[CH2:10][C:11](=[O:27])[N:12]1[CH2:17][CH2:16][C:15]2[S:18][CH:19]=[CH:20][C:14]=2[CH:13]1[C:21]1[CH:26]=[CH:25][CH:24]=[CH:23][CH:22]=1)(C)(C)C. The catalyst is C1COCC1.CO. The product is [CH3:28][CH:9]([CH2:10][C:11](=[O:27])[N:12]1[CH2:17][CH2:16][C:15]2[S:18][CH:19]=[CH:20][C:14]=2[CH:13]1[C:21]1[CH:22]=[CH:23][CH:24]=[CH:25][CH:26]=1)[C:8]([OH:29])=[O:7]. The yield is 0.950. (5) The reactants are [F:1][C:2]1[CH:7]=[CH:6][C:5]([N:8]2[CH2:13][CH2:12][N:11]([S:14]([C:17]3[CH:22]=[CH:21][CH:20]=[C:19]([CH:23]4[CH2:28][CH2:27][NH:26][CH2:25][CH2:24]4)[CH:18]=3)(=[O:16])=[O:15])[C@H:10]([CH3:29])[CH2:9]2)=[C:4]([C:30]([F:33])([F:32])[F:31])[CH:3]=1.[CH3:34]C(O)=O.[BH3-]C#N.[Na+]. The catalyst is CO.C(Cl)Cl. The product is [F:1][C:2]1[CH:7]=[CH:6][C:5]([N:8]2[CH2:13][CH2:12][N:11]([S:14]([C:17]3[CH:22]=[CH:21][CH:20]=[C:19]([CH:23]4[CH2:28][CH2:27][N:26]([CH3:34])[CH2:25][CH2:24]4)[CH:18]=3)(=[O:16])=[O:15])[C@H:10]([CH3:29])[CH2:9]2)=[C:4]([C:30]([F:33])([F:31])[F:32])[CH:3]=1. The yield is 0.840. (6) The reactants are [Si:1]([O:8][CH:9]([C:22]1[O:23][CH:24]=[CH:25][N:26]=1)[CH2:10][CH2:11][CH2:12][CH2:13][CH2:14][CH2:15][C:16]1[CH:21]=[CH:20][CH:19]=[CH:18][CH:17]=1)([C:4]([CH3:7])([CH3:6])[CH3:5])([CH3:3])[CH3:2].[Li]C(C)(C)C.C1C=CC(S(N(S(C2C=CC=CC=2)(=O)=O)[F:42])(=O)=O)=CC=1. The catalyst is C1COCC1.CCOC(C)=O. The product is [Si:1]([O:8][CH:9]([C:22]1[O:23][C:24]([F:42])=[CH:25][N:26]=1)[CH2:10][CH2:11][CH2:12][CH2:13][CH2:14][CH2:15][C:16]1[CH:21]=[CH:20][CH:19]=[CH:18][CH:17]=1)([C:4]([CH3:7])([CH3:5])[CH3:6])([CH3:2])[CH3:3]. The yield is 0.220. (7) The catalyst is C(Cl)(Cl)Cl. The product is [CH3:15][NH:16][N:17]=[C:2]([CH3:4])[C:1]([O:6][CH2:7][CH3:8])=[O:5]. The yield is 0.940. The reactants are [C:1]([O:6][CH2:7][CH3:8])(=[O:5])[C:2]([CH3:4])=O.[O-]S([O-])(=O)=O.[Mg+2].[CH3:15][NH:16][NH2:17]. (8) The reactants are [Si:1]([O:8][C@@H:9]1[C@@:28]2([CH3:29])[C:13](=[CH:14][CH:15]=[C:16]3[C@@H:27]2[CH2:26][CH2:25][C@@:24]2([CH3:30])[C@H:17]3[CH2:18][CH:19]=[C:20]2[C:21](=[O:23])[CH3:22])[CH2:12][C@@H:11]([O:31][Si:32]([C:35]([CH3:38])([CH3:37])[CH3:36])([CH3:34])[CH3:33])[CH2:10]1)([C:4]([CH3:7])([CH3:6])[CH3:5])([CH3:3])[CH3:2].CCCCCC.[Cl-].C[Al+]C.B1(C)OC(C2C=CC=CC=2)(C2C=CC=CC=2)[C@@H]2N1CCC2. The catalyst is C1(C)C=CC=CC=1.CO. The product is [Si:1]([O:8][C@@H:9]1[C@@:28]2([CH3:29])[C:13](=[CH:14][CH:15]=[C:16]3[C@@H:27]2[CH2:26][CH2:25][C@@:24]2([CH3:30])[C@H:17]3[CH2:18][CH:19]=[C:20]2[C@@H:21]([OH:23])[CH3:22])[CH2:12][C@@H:11]([O:31][Si:32]([C:35]([CH3:36])([CH3:38])[CH3:37])([CH3:33])[CH3:34])[CH2:10]1)([C:4]([CH3:7])([CH3:6])[CH3:5])([CH3:3])[CH3:2]. The yield is 0.890. (9) The reactants are [C:1]([O:5][CH2:6][C:7]1[CH:12]=[CH:11][CH:10]=[CH:9][CH:8]=1)(=[O:4])[NH:2][NH2:3].[CH:13]1([CH:19]=O)[CH2:18][CH2:17][CH2:16][CH2:15][CH2:14]1.C(O)(=O)C. The catalyst is C(O)C. The product is [CH2:6]([O:5][C:1]([NH:2][N:3]=[CH:19][CH:13]1[CH2:18][CH2:17][CH2:16][CH2:15][CH2:14]1)=[O:4])[C:7]1[CH:12]=[CH:11][CH:10]=[CH:9][CH:8]=1. The yield is 0.737. (10) The reactants are Br[C:2]1[CH:3]=[C:4]([C:8](=[O:24])[C:9]([C:11]2[CH:16]=[CH:15][C:14]([O:17][CH:18]([F:20])[F:19])=[C:13]([CH:21]3[CH2:23][CH2:22]3)[CH:12]=2)=[O:10])[CH:5]=[CH:6][CH:7]=1.[CH:25]([Si:28]([C:35]#[CH:36])([CH:32]([CH3:34])[CH3:33])[CH:29]([CH3:31])[CH3:30])([CH3:27])[CH3:26].[Al]. The catalyst is C(N(CC)CC)C.C(OCC)C.[Cu](I)I. The product is [CH:21]1([C:13]2[CH:12]=[C:11]([C:9](=[O:10])[C:8]([C:4]3[CH:5]=[CH:6][CH:7]=[C:2]([C:36]#[C:35][Si:28]([CH:25]([CH3:27])[CH3:26])([CH:32]([CH3:34])[CH3:33])[CH:29]([CH3:31])[CH3:30])[CH:3]=3)=[O:24])[CH:16]=[CH:15][C:14]=2[O:17][CH:18]([F:20])[F:19])[CH2:23][CH2:22]1. The yield is 0.880.